The task is: Predict the reaction yield, written as a fraction of the theoretical maximum amount of product (1.0 means a 100% yield; for example, 0.34 means a 34% yield).. This data is from Reaction yield outcomes from USPTO patents with 853,638 reactions. (1) The yield is 0.910. The product is [CH:23]12[NH:25][CH:20]([CH2:21][CH2:22]1)[CH2:19][CH:18]([C:15]1[N:14]=[C:13]([NH:12][C:9]3[C:8]([O:33][C:34]4[C:35]([CH3:40])=[N:36][CH:37]=[CH:38][CH:39]=4)=[CH:7][C:6]([S:5][CH2:4][CH2:3][O:2][CH3:1])=[CH:11][N:10]=3)[S:17][N:16]=1)[CH2:24]2. The reactants are [CH3:1][O:2][CH2:3][CH2:4][S:5][C:6]1[CH:7]=[C:8]([O:33][C:34]2[C:35]([CH3:40])=[N:36][CH:37]=[CH:38][CH:39]=2)[C:9]([NH:12][C:13]2[S:17][N:16]=[C:15]([CH:18]3[CH2:24][CH:23]4[N:25](C(OC(C)(C)C)=O)[CH:20]([CH2:21][CH2:22]4)[CH2:19]3)[N:14]=2)=[N:10][CH:11]=1.C(O)(C(F)(F)F)=O. The catalyst is C(Cl)Cl. (2) The reactants are [C:1]([CH2:3][C:4]1[N:8]2[CH:9]=[CH:10][N:11]=[C:12]([NH:13][CH2:14][C:15]3[CH:20]=[CH:19][C:18]([O:21][CH3:22])=[CH:17][C:16]=3[O:23][CH3:24])[C:7]2=[C:6]([C:25]2[CH:34]=[CH:33][C:28]([C:29]([O:31][CH3:32])=[O:30])=[CH:27][CH:26]=2)[N:5]=1)#N.[C:35]([O-])(O)=[O:36].[Na+].CC(=O)[O:42]CC.C(Cl)Cl. The catalyst is Cl.CO. The product is [CH3:24][O:23][C:16]1[CH:17]=[C:18]([O:21][CH3:22])[CH:19]=[CH:20][C:15]=1[CH2:14][NH:13][C:12]1[C:7]2[N:8]([C:4]([CH2:3][C:1]([O:36][CH3:35])=[O:42])=[N:5][C:6]=2[C:25]2[CH:34]=[CH:33][C:28]([C:29]([O:31][CH3:32])=[O:30])=[CH:27][CH:26]=2)[CH:9]=[CH:10][N:11]=1. The yield is 0.860.